Task: Predict the reactants needed to synthesize the given product.. Dataset: Retrosynthesis with 50K atom-mapped reactions and 10 reaction types from USPTO (1) Given the product COc1ccccc1CN(C(=O)CN=[N+]=[N-])c1ccccc1Oc1ccccc1, predict the reactants needed to synthesize it. The reactants are: COc1ccccc1CN(C(=O)CCl)c1ccccc1Oc1ccccc1.[N-]=[N+]=[N-]. (2) The reactants are: CC(=O)c1cccc(-c2ccc(C(C)CNS(=O)(=O)C(C)C)cc2)c1. Given the product CC(O)c1cccc(-c2ccc(C(C)CNS(=O)(=O)C(C)C)cc2)c1, predict the reactants needed to synthesize it.